From a dataset of Catalyst prediction with 721,799 reactions and 888 catalyst types from USPTO. Predict which catalyst facilitates the given reaction. (1) Reactant: [F:1][C:2]1[CH:7]=[CH:6][C:5]([NH:8][C:9]([C:11]2([C:14]([O:16]C)=[O:15])[CH2:13][CH2:12]2)=[O:10])=[CH:4][CH:3]=1.O.[OH-].[Li+]. Product: [F:1][C:2]1[CH:3]=[CH:4][C:5]([NH:8][C:9]([C:11]2([C:14]([OH:16])=[O:15])[CH2:12][CH2:13]2)=[O:10])=[CH:6][CH:7]=1. The catalyst class is: 69. (2) The catalyst class is: 625. Product: [C:42]([N:39]1[CH2:40][CH2:41][CH:36]([NH:35][C:12]2[CH:17]=[C:16]([O:18][CH3:19])[CH:15]=[CH:14][C:13]=2[C:20]2[NH:29][C:28](=[O:50])[C:27]3[C:22](=[CH:23][C:24]([O:32][CH3:33])=[CH:25][C:26]=3[O:30][CH3:31])[N:21]=2)[CH2:37][CH2:38]1)(=[O:46])[CH:43]([CH3:44])[CH3:45]. Reactant: C[Si]([N-][Si](C)(C)C)(C)C.[Li+].F[C:12]1[CH:17]=[C:16]([O:18][CH3:19])[CH:15]=[CH:14][C:13]=1[C:20]1[N:29]=[CH:28][C:27]2[C:22](=[CH:23][C:24]([O:32][CH3:33])=[CH:25][C:26]=2[O:30][CH3:31])[N:21]=1.Cl.[NH2:35][CH:36]1[CH2:41][CH2:40][N:39]([C:42](=[O:46])[CH:43]([CH3:45])[CH3:44])[CH2:38][CH2:37]1.C1C[O:50]CC1. (3) Reactant: [F:1][C:2]([F:13])([F:12])[CH2:3]OS(C(F)(F)F)(=O)=O.[CH3:14][C:15]([NH2:25])([CH3:24])[CH2:16][NH:17][C:18]1[CH:23]=[CH:22][CH:21]=[CH:20][N:19]=1.C(=O)([O-])[O-].[Cs+].[Cs+].CN(C=O)C. Product: [CH3:24][C:15]([NH:25][CH2:3][C:2]([F:13])([F:12])[F:1])([CH3:14])[CH2:16][NH:17][C:18]1[CH:23]=[CH:22][CH:21]=[CH:20][N:19]=1. The catalyst class is: 6. (4) The catalyst class is: 3. Product: [OH:55][CH:56]1[CH2:61][CH2:60][N:59]([C:19]([C:18]2[CH:17]=[N:16][C:15]([O:14][CH2:13][C:3]3[C:4]([C:7]4[CH:8]=[CH:9][CH:10]=[CH:11][CH:12]=4)=[N:5][O:6][C:2]=3[CH3:1])=[CH:23][CH:22]=2)=[O:21])[CH2:58][CH2:57]1. Reactant: [CH3:1][C:2]1[O:6][N:5]=[C:4]([C:7]2[CH:12]=[CH:11][CH:10]=[CH:9][CH:8]=2)[C:3]=1[CH2:13][O:14][C:15]1[CH:23]=[CH:22][C:18]([C:19]([OH:21])=O)=[CH:17][N:16]=1.F[B-](F)(F)F.N1(OC(N(C)C)=[N+](C)C)C2C=CC=CC=2N=N1.C(N(CC)C(C)C)(C)C.[OH:55][CH:56]1[CH2:61][CH2:60][NH:59][CH2:58][CH2:57]1.